This data is from Reaction yield outcomes from USPTO patents with 853,638 reactions. The task is: Predict the reaction yield, written as a fraction of the theoretical maximum amount of product (1.0 means a 100% yield; for example, 0.34 means a 34% yield). (1) The yield is 0.920. The catalyst is CC#N.[OH-].C([N+](C)(C)C)C1C=CC=CC=1.O. The product is [C:8]1([P:7]([C:1]2[CH:2]=[CH:3][CH:4]=[CH:5][CH:6]=2)[CH2:16][CH2:15][C:14]([OH:18])=[O:17])[CH:9]=[CH:10][CH:11]=[CH:12][CH:13]=1. The reactants are [C:1]1([PH:7][C:8]2[CH:13]=[CH:12][CH:11]=[CH:10][CH:9]=2)[CH:6]=[CH:5][CH:4]=[CH:3][CH:2]=1.[C:14]([O:18]C)(=[O:17])[CH:15]=[CH2:16].[OH-].[K+].Cl. (2) The reactants are [CH3:1][O:2][C:3]1[CH:4]=[C:5]([C:13]2[CH:21]=[C:20]3[C:16]([C:17]([CH:22]=O)=[N:18][NH:19]3)=[CH:15][CH:14]=2)[CH:6]=[CH:7][C:8]=1[O:9][CH2:10][O:11][CH3:12].C(O)(=O)C.[NH2:28][C:29]1[CH:34]=[CH:33][CH:32]=[CH:31][C:30]=1[NH2:35]. The catalyst is C(O)C.O. The product is [NH:28]1[C:29]2[CH:34]=[CH:33][CH:32]=[CH:31][C:30]=2[N:35]=[C:22]1[C:17]1[C:16]2[C:20](=[CH:21][C:13]([C:5]3[CH:6]=[CH:7][C:8]([O:9][CH2:10][O:11][CH3:12])=[C:3]([O:2][CH3:1])[CH:4]=3)=[CH:14][CH:15]=2)[NH:19][N:18]=1. The yield is 0.540. (3) The reactants are [C:1]1(=[O:11])[C:9]2[C:4](=[CH:5][CH:6]=[CH:7][CH:8]=2)[C:3](=[O:10])[NH:2]1.C1C=CC(P(C2C=CC=CC=2)C2C=CC=CC=2)=CC=1.O[CH2:32][CH:33]1[CH2:38][N:37]2[N:39]=[C:40]([C:45]3[CH:50]=[CH:49][C:48]([O:51][C:52]4[CH:57]=[CH:56][CH:55]=[CH:54][CH:53]=4)=[CH:47][CH:46]=3)[C:41]([C:42]([NH2:44])=[O:43])=[C:36]2[NH:35][CH2:34]1.CC(OC(/N=N/C(OC(C)C)=O)=O)C. The catalyst is C1COCC1. The product is [O:11]=[C:1]1[C:9]2[C:4](=[CH:5][CH:6]=[CH:7][CH:8]=2)[C:3](=[O:10])[N:2]1[CH2:32][CH:33]1[CH2:38][N:37]2[N:39]=[C:40]([C:45]3[CH:50]=[CH:49][C:48]([O:51][C:52]4[CH:57]=[CH:56][CH:55]=[CH:54][CH:53]=4)=[CH:47][CH:46]=3)[C:41]([C:42]([NH2:44])=[O:43])=[C:36]2[NH:35][CH2:34]1. The yield is 0.620. (4) The reactants are C([O:3][C:4]([C:6]1[C:10]([CH3:11])=[C:9]([CH:12]=[O:13])[NH:8][C:7]=1[CH3:14])=[O:5])C.[OH-].[K+].Cl. The catalyst is CO.O. The product is [CH:12]([C:9]1[NH:8][C:7]([CH3:14])=[C:6]([C:4]([OH:5])=[O:3])[C:10]=1[CH3:11])=[O:13]. The yield is 0.930. (5) The reactants are [OH:1][N:2]=[C:3]([C:5]1[C:9]([NH:10][CH2:11][CH2:12][O:13][CH3:14])=[N:8][O:7][N:6]=1)N.[ClH:15].[Cl-].[Na+].N([O-])=O.[Na+]. The catalyst is C(OCC)(=O)C.O. The product is [OH:1][N:2]=[C:3]([Cl:15])[C:5]1[C:9]([NH:10][CH2:11][CH2:12][O:13][CH3:14])=[N:8][O:7][N:6]=1. The yield is 1.26.